This data is from Peptide-MHC class I binding affinity with 185,985 pairs from IEDB/IMGT. The task is: Regression. Given a peptide amino acid sequence and an MHC pseudo amino acid sequence, predict their binding affinity value. This is MHC class I binding data. (1) The peptide sequence is PLSYNYIPV. The MHC is H-2-Db with pseudo-sequence H-2-Db. The binding affinity (normalized) is 0.0641. (2) The peptide sequence is LVTFLLLCGR. The MHC is HLA-A68:01 with pseudo-sequence HLA-A68:01. The binding affinity (normalized) is 0.512. (3) The peptide sequence is SETLLPLTQY. The MHC is HLA-B44:02 with pseudo-sequence HLA-B44:02. The binding affinity (normalized) is 0.635. (4) The peptide sequence is PSSKPDWFY. The MHC is HLA-B07:02 with pseudo-sequence HLA-B07:02. The binding affinity (normalized) is 0.0847.